Task: Predict the reaction yield, written as a fraction of the theoretical maximum amount of product (1.0 means a 100% yield; for example, 0.34 means a 34% yield).. Dataset: Reaction yield outcomes from USPTO patents with 853,638 reactions (1) The reactants are [F:1][C:2]([F:12])([F:11])[C:3]1[N:4]=[C:5]([C:8]([OH:10])=O)[S:6][CH:7]=1.[NH2:13][C:14]1[C:19]([Cl:20])=[C:18]([O:21][CH3:22])[CH:17]=[CH:16][C:15]=1[C:23](=[O:25])[CH3:24].C(C1C=CC(OC)=CC=1NC(C1SC=C(C(C)C)N=1)=O)(=O)C. No catalyst specified. The product is [C:23]([C:15]1[C:14]([NH:13][C:8]([C:5]2[S:6][CH:7]=[C:3]([C:2]([F:1])([F:12])[F:11])[N:4]=2)=[O:10])=[C:19]([Cl:20])[C:18]([O:21][CH3:22])=[CH:17][CH:16]=1)(=[O:25])[CH3:24]. The yield is 0.650. (2) The reactants are BrC[C:3]1[CH:21]=[CH:20][C:6]([CH2:7][N:8]2[CH2:12][C@@H:11]([C:13]3[CH:18]=[CH:17][CH:16]=[CH:15][CH:14]=3)[O:10][C:9]2=[O:19])=[CH:5][CH:4]=1.[NH:22]1[CH2:27][CH2:26][O:25][CH2:24][CH2:23]1.[C:28](#N)C. The catalyst is C(OCC)(=O)C. The product is [N:22]1([CH2:28][CH:7]([N:8]2[CH2:12][C@@H:11]([C:13]3[CH:14]=[CH:15][CH:16]=[CH:17][CH:18]=3)[O:10][C:9]2=[O:19])[C:6]2[CH:5]=[CH:4][CH:3]=[CH:21][CH:20]=2)[CH2:27][CH2:26][O:25][CH2:24][CH2:23]1. The yield is 0.690.